Dataset: Forward reaction prediction with 1.9M reactions from USPTO patents (1976-2016). Task: Predict the product of the given reaction. Given the reactants C([N:4]([C@@H:12]1[CH2:21][CH2:20][CH2:19][C:18]2[N:17]=[CH:16][CH:15]=[N:14][C:13]1=2)[C:5](=[O:11])[O:6][C:7]([CH3:10])([CH3:9])[CH3:8])(=O)C.O.NN, predict the reaction product. The product is: [N:17]1[C:18]2[CH2:19][CH2:20][CH2:21][C@@H:12]([NH:4][C:5](=[O:11])[O:6][C:7]([CH3:9])([CH3:8])[CH3:10])[C:13]=2[N:14]=[CH:15][CH:16]=1.